From a dataset of Peptide-MHC class I binding affinity with 185,985 pairs from IEDB/IMGT. Regression. Given a peptide amino acid sequence and an MHC pseudo amino acid sequence, predict their binding affinity value. This is MHC class I binding data. (1) The peptide sequence is GDAYFSVPL. The MHC is Mamu-A11 with pseudo-sequence Mamu-A11. The binding affinity (normalized) is 0.570. (2) The peptide sequence is YLKKGRLSL. The MHC is HLA-B35:01 with pseudo-sequence HLA-B35:01. The binding affinity (normalized) is 0.0847. (3) The MHC is HLA-C07:01 with pseudo-sequence HLA-C07:01. The peptide sequence is YYVWMVQFF. The binding affinity (normalized) is 0.0847. (4) The peptide sequence is VLQWASLAV. The MHC is HLA-B51:01 with pseudo-sequence HLA-B51:01. The binding affinity (normalized) is 0.149. (5) The binding affinity (normalized) is 0.318. The MHC is Mamu-B17 with pseudo-sequence Mamu-B17. The peptide sequence is FMTSTTNDTD. (6) The peptide sequence is RTFGQPLFF. The MHC is HLA-A26:01 with pseudo-sequence HLA-A26:01. The binding affinity (normalized) is 0.0847. (7) The peptide sequence is ELINIPYCNY. The MHC is HLA-A30:01 with pseudo-sequence HLA-A30:01. The binding affinity (normalized) is 0. (8) The MHC is HLA-B35:03 with pseudo-sequence HLA-B35:03. The peptide sequence is FPQGKAREF. The binding affinity (normalized) is 0.423.